Dataset: Forward reaction prediction with 1.9M reactions from USPTO patents (1976-2016). Task: Predict the product of the given reaction. Given the reactants [H-].[Al+3].[Li+].[H-].[H-].[H-].[NH2:7][C:8]1[C:16]([Cl:17])=[CH:15][C:11]([C:12](O)=[O:13])=[C:10]([O:18][CH3:19])[CH:9]=1.[C@H](O)(C([O-])=O)[C@@H](O)C([O-])=O.[Na+].[K+], predict the reaction product. The product is: [NH2:7][C:8]1[C:16]([Cl:17])=[CH:15][C:11]([CH2:12][OH:13])=[C:10]([O:18][CH3:19])[CH:9]=1.